From a dataset of Catalyst prediction with 721,799 reactions and 888 catalyst types from USPTO. Predict which catalyst facilitates the given reaction. Product: [C:1]([O:5][C:6]([C:7]1[C:9]2[CH2:13][C:12](=[O:14])[CH2:11][C:10]=2[N:27]([CH2:20][C:21]2[CH:26]=[CH:25][CH:24]=[CH:23][CH:22]=2)[N:28]=1)=[O:18])([CH3:2])([CH3:3])[CH3:4]. Reactant: [C:1]([O:5][C:6](=[O:18])[C:7]([CH:9]1[CH2:13][C:12]([O:14]CC)=[CH:11][C:10]1=O)=O)([CH3:4])([CH3:3])[CH3:2].Cl.[CH2:20]([NH:27][NH2:28])[C:21]1[CH:26]=[CH:25][CH:24]=[CH:23][CH:22]=1.CC(O)=O. The catalyst class is: 8.